Dataset: TCR-epitope binding with 47,182 pairs between 192 epitopes and 23,139 TCRs. Task: Binary Classification. Given a T-cell receptor sequence (or CDR3 region) and an epitope sequence, predict whether binding occurs between them. (1) The epitope is KTSVDCTMYI. The TCR CDR3 sequence is CASSYSPGYYGYTF. Result: 1 (the TCR binds to the epitope). (2) The epitope is YVFCTVNAL. The TCR CDR3 sequence is CASSLIVGLNTGELFF. Result: 0 (the TCR does not bind to the epitope).